Dataset: Full USPTO retrosynthesis dataset with 1.9M reactions from patents (1976-2016). Task: Predict the reactants needed to synthesize the given product. (1) Given the product [CH:1]1([NH:4][C:5](=[O:23])[C:6]2[CH:11]=[C:10]([C:12]3[CH:13]=[C:14]4[C:18](=[CH:19][CH:20]=3)[N:17]([C:28]3[CH:29]=[CH:30][C:25]([F:24])=[CH:26][C:27]=3[CH3:34])[N:16]=[CH:15]4)[C:9]([CH3:21])=[C:8]([F:22])[CH:7]=2)[CH2:2][CH2:3]1, predict the reactants needed to synthesize it. The reactants are: [CH:1]1([NH:4][C:5](=[O:23])[C:6]2[CH:11]=[C:10]([C:12]3[CH:13]=[C:14]4[C:18](=[CH:19][CH:20]=3)[NH:17][N:16]=[CH:15]4)[C:9]([CH3:21])=[C:8]([F:22])[CH:7]=2)[CH2:3][CH2:2]1.[F:24][C:25]1[CH:30]=[CH:29][C:28](B(O)O)=[C:27]([CH3:34])[CH:26]=1.N1C=CC=CC=1. (2) Given the product [Cl:1][C:2]1[CH:3]=[CH:4][C:5]([O:11][CH2:7][C:6]2[CH:10]=[CH:2][CH:3]=[CH:4][CH:5]=2)=[C:6]([CH:10]=1)[C:7]([O:9][CH2:12][C:13]1[CH:18]=[CH:17][CH:16]=[CH:15][CH:14]=1)=[O:8], predict the reactants needed to synthesize it. The reactants are: [Cl:1][C:2]1[CH:3]=[CH:4][C:5]([OH:11])=[C:6]([CH:10]=1)[C:7]([OH:9])=[O:8].[CH2:12](Br)[C:13]1[CH:18]=[CH:17][CH:16]=[CH:15][CH:14]=1.C(=O)([O-])[O-].[K+].[K+]. (3) The reactants are: [CH2:1]([CH2:3][NH2:4])[OH:2].[CH:5]1([CH2:11][CH2:12][CH:13]=O)[CH2:10][CH2:9][CH2:8][CH2:7][CH2:6]1.C(O[BH-](OC(=O)C)OC(=O)C)(=O)C.[Na+]. Given the product [CH:5]1([CH2:11][CH2:12][CH2:13][NH:4][CH2:3][CH2:1][OH:2])[CH2:10][CH2:9][CH2:8][CH2:7][CH2:6]1, predict the reactants needed to synthesize it. (4) Given the product [C:20]([C:18]1[CH:19]=[C:15]([NH:14][C:12]([NH:11][C:8]2[CH:7]=[CH:6][C:5]([CH2:4][OH:3])=[CH:10][CH:9]=2)=[O:13])[N:16]([CH3:24])[N:17]=1)([CH3:23])([CH3:21])[CH3:22], predict the reactants needed to synthesize it. The reactants are: C([O:3][C:4](=O)[C:5]1[CH:10]=[CH:9][C:8]([NH:11][C:12]([NH:14][C:15]2[N:16]([CH3:24])[N:17]=[C:18]([C:20]([CH3:23])([CH3:22])[CH3:21])[CH:19]=2)=[O:13])=[CH:7][CH:6]=1)C.CC(C[AlH]CC(C)C)C.C(OCC)(=O)C.C(C(C(C([O-])=O)O)O)([O-])=O.[Na+].[Na+]. (5) The reactants are: FC1C=C(F)C=C2C=1C(NC1C=NC=C(N3CCOCC3)C=1)=C(C)C(N1CCNCC1)=N2.C(N(CC)CC)C.C(OC(=O)C)(=O)C.[F:47][C:48]1[CH:57]=[C:56]([F:58])[CH:55]=[C:54]2[C:49]=1[C:50]([NH:69][C:70]1[CH:71]=[N:72][CH:73]=[C:74]([N:76]3[CH2:81][CH2:80][O:79][CH2:78][CH2:77]3)[CH:75]=1)=[C:51]([CH3:68])[C:52]([N:59]1[CH2:64][CH2:63][N:62]([C:65](=[O:67])[CH3:66])[CH2:61][CH2:60]1)=[N:53]2.C(=O)(O)[O-].[Na+]. Given the product [F:47][C:48]1[CH:57]=[C:56]([F:58])[CH:55]=[C:54]2[C:49]=1[C:50]([NH:69][C:70]1[CH:71]=[N:72][CH:73]=[C:74]([N:76]3[CH2:77][CH2:78][O:79][CH2:80][CH2:81]3)[CH:75]=1)=[C:51]([CH3:68])[C:52]([N:59]1[CH2:64][CH2:63][N:62]([C:65](=[O:67])[CH3:66])[CH2:61][CH2:60]1)=[N:53]2, predict the reactants needed to synthesize it. (6) Given the product [CH3:1][O:2][C:3](=[O:15])[C:4]1[C:5](=[C:10]([NH:21][C:20]2[CH:22]=[CH:23][C:24]3[O:25][CH2:16][O:17][C:18]=3[CH:19]=2)[CH:11]=[CH:12][CH:13]=1)[C:6]([O:8][CH3:9])=[O:7], predict the reactants needed to synthesize it. The reactants are: [CH3:1][O:2][C:3](=[O:15])[C:4]1[C:5](=[C:10](I)[CH:11]=[CH:12][CH:13]=1)[C:6]([O:8][CH3:9])=[O:7].[CH2:16]1[O:25][C:24]2[CH:23]=[CH:22][C:20]([NH2:21])=[CH:19][C:18]=2[O:17]1.C1C=CC(P(C2C(C3C(P(C4C=CC=CC=4)C4C=CC=CC=4)=CC=C4C=3C=CC=C4)=C3C(C=CC=C3)=CC=2)C2C=CC=CC=2)=CC=1.C(=O)([O-])[O-].[Cs+].[Cs+].